From a dataset of Full USPTO retrosynthesis dataset with 1.9M reactions from patents (1976-2016). Predict the reactants needed to synthesize the given product. (1) The reactants are: [O:1]=[C:2]1[NH:7][CH:6]=[N:5][C:4]2[S:8][C:9]3[CH2:14][CH:13]([CH2:15][C:16]([O-:18])=[O:17])[CH2:12][CH2:11][C:10]=3[C:3]1=2.[C:19]([C:21]1C(=O)C(Cl)=C(Cl)C(=O)C=1C#N)#N. Given the product [CH2:19]([O:17][C:16](=[O:18])[CH2:15][C:13]1[CH:12]=[CH:11][C:10]2[C:3]3[C:2](=[O:1])[NH:7][CH:6]=[N:5][C:4]=3[S:8][C:9]=2[CH:14]=1)[CH3:21], predict the reactants needed to synthesize it. (2) Given the product [Br:7][C:8]1[CH:9]=[C:10](/[CH:11]=[CH:20]/[CH2:16][CH2:17][C:18]([OH:4])=[O:19])[CH:13]=[CH:14][CH:15]=1, predict the reactants needed to synthesize it. The reactants are: CC(C)([O-:4])C.[K+].[Br:7][C:8]1[CH:9]=[C:10]([CH:13]=[CH:14][CH:15]=1)[CH:11]=O.[CH2:16]1[CH2:20][O:19][CH2:18][CH2:17]1. (3) Given the product [C:1]([O:5][C:6](=[O:40])[N:7]([C@H:9]([C:11](=[O:39])[NH:12][C@@H:13]1[C:19](=[O:20])[N:18]([CH2:21][C:22]2[C:31]3[C:26](=[CH:27][C:28]([Br:32])=[CH:29][CH:30]=3)[CH:25]=[CH:24][C:23]=2[O:33][CH3:34])[C:17]2[CH:35]=[CH:36][CH:37]=[CH:38][C:16]=2[N:15]([C:49](=[O:50])[C:48]2[CH:47]=[CH:46][C:45]([C:43](=[O:44])[C:42]([F:54])([F:55])[F:41])=[CH:53][CH:52]=2)[CH2:14]1)[CH3:10])[CH3:8])([CH3:2])([CH3:3])[CH3:4], predict the reactants needed to synthesize it. The reactants are: [C:1]([O:5][C:6](=[O:40])[N:7]([C@H:9]([C:11](=[O:39])[NH:12][C@@H:13]1[C:19](=[O:20])[N:18]([CH2:21][C:22]2[C:31]3[C:26](=[CH:27][C:28]([Br:32])=[CH:29][CH:30]=3)[CH:25]=[CH:24][C:23]=2[O:33][CH3:34])[C:17]2[CH:35]=[CH:36][CH:37]=[CH:38][C:16]=2[NH:15][CH2:14]1)[CH3:10])[CH3:8])([CH3:4])([CH3:3])[CH3:2].[F:41][C:42]([F:55])([F:54])[C:43]([C:45]1[CH:53]=[CH:52][C:48]([C:49](O)=[O:50])=[CH:47][CH:46]=1)=[O:44].O=P(Cl)(Cl)Cl.O. (4) Given the product [Cl:1][C:2]1[C:7]([NH:8][NH:9][C:38](=[S:39])[NH:37][CH:36]2[C:31]3[CH:32]=[N:33][CH:34]=[CH:35][C:30]=3[CH2:29][CH2:28][C:27]3[C:22]([F:21])=[CH:23][CH:24]=[CH:25][C:26]2=3)=[N:6][CH:5]=[C:4]([S:10]([NH:13][C@@H:14]2[CH2:18][CH2:17][N:16]([CH3:19])[C:15]2=[O:20])(=[O:12])=[O:11])[CH:3]=1, predict the reactants needed to synthesize it. The reactants are: [Cl:1][C:2]1[CH:3]=[C:4]([S:10]([NH:13][C@@H:14]2[CH2:18][CH2:17][N:16]([CH3:19])[C:15]2=[O:20])(=[O:12])=[O:11])[CH:5]=[N:6][C:7]=1[NH:8][NH2:9].[F:21][C:22]1[C:27]2[CH2:28][CH2:29][C:30]3[CH:35]=[CH:34][N:33]=[CH:32][C:31]=3[CH:36]([N:37]=[C:38]=[S:39])[C:26]=2[CH:25]=[CH:24][CH:23]=1.